This data is from Forward reaction prediction with 1.9M reactions from USPTO patents (1976-2016). The task is: Predict the product of the given reaction. (1) The product is: [F:10][C:11]1[CH:12]=[C:13]([C@@H:14]2[N:49]=[C:26]([C:22]3[N:21]([CH3:20])[CH:25]=[CH:24][N:23]=3)[NH:27][C:3]([CH2:5][N:28]3[CH2:33][CH2:32][O:31][CH2:30][C@H:29]3[C:34]([OH:36])=[O:35])=[C:2]2[C:1]([O:7][CH2:8][CH3:9])=[O:6])[CH:16]=[CH:17][C:18]=1[F:19]. Given the reactants [C:1]([O:7][CH2:8][CH3:9])(=[O:6])[CH2:2][C:3]([CH3:5])=O.[F:10][C:11]1[CH:12]=[C:13]([CH:16]=[CH:17][C:18]=1[F:19])[CH:14]=O.[CH3:20][N:21]1[CH:25]=[CH:24][N:23]=[C:22]1[C:26]#[N:27].[NH:28]1[CH2:33][CH2:32][O:31][CH2:30][C@H:29]1[C:34]([OH:36])=[O:35].ClC1C=C(F)C=CC=1C=O.S1C=C[N:49]=C1C#N.FC1(F)CN[C@H](C(O)=O)C1, predict the reaction product. (2) Given the reactants [C:1]([O:5][C:6]([NH:8][CH2:9][CH2:10][O:11][C:12]1[CH:17]=[CH:16][C:15]([CH2:18][CH:19]([OH:24])[C:20]([O:22][CH3:23])=[O:21])=[CH:14][CH:13]=1)=[O:7])([CH3:4])([CH3:3])[CH3:2].[CH2:25](Br)[C:26]1[CH:31]=[CH:30][CH:29]=[CH:28][CH:27]=1.[H-], predict the reaction product. The product is: [CH2:25]([O:24][CH:19]([CH2:18][C:15]1[CH:14]=[CH:13][C:12]([O:11][CH2:10][CH2:9][NH:8][C:6]([O:5][C:1]([CH3:3])([CH3:4])[CH3:2])=[O:7])=[CH:17][CH:16]=1)[C:20]([O:22][CH3:23])=[O:21])[C:26]1[CH:31]=[CH:30][CH:29]=[CH:28][CH:27]=1.